From a dataset of Catalyst prediction with 721,799 reactions and 888 catalyst types from USPTO. Predict which catalyst facilitates the given reaction. (1) Reactant: [Br:1][C:2]1[CH:7]=[CH:6][C:5]([C@@H:8]2[C:17]3[C:12](=[CH:13][CH:14]=[CH:15][CH:16]=3)[CH2:11][C@H:10]([CH3:18])[NH:9]2)=[CH:4][CH:3]=1.[F:19][C:20]1[CH:25]=[CH:24][C:23]([N:26]=[C:27]=[O:28])=[CH:22][CH:21]=1. Product: [Br:1][C:2]1[CH:7]=[CH:6][C:5]([C@@H:8]2[C:17]3[C:12](=[CH:13][CH:14]=[CH:15][CH:16]=3)[CH2:11][C@H:10]([CH3:18])[N:9]2[C:27]([NH:26][C:23]2[CH:24]=[CH:25][C:20]([F:19])=[CH:21][CH:22]=2)=[O:28])=[CH:4][CH:3]=1. The catalyst class is: 2. (2) Reactant: Cl[C:2]1[N:7]=[C:6]([Cl:8])[N:5]=[CH:4][N:3]=1.C(N(CC)C(C)C)(C)C.[CH3:18][S:19]([C:22]1[CH:28]=[CH:27][C:25]([NH2:26])=[CH:24][C:23]=1[O:29][CH3:30])(=[O:21])=[O:20]. Product: [Cl:8][C:6]1[N:5]=[CH:4][N:3]=[C:2]([NH:26][C:25]2[CH:27]=[CH:28][C:22]([S:19]([CH3:18])(=[O:20])=[O:21])=[C:23]([O:29][CH3:30])[CH:24]=2)[N:7]=1. The catalyst class is: 9. (3) Reactant: [Br:1]Br.[CH2:3]([O:5][C:6]1[CH:12]=[CH:11][CH:10]=[CH:9][C:7]=1[NH2:8])[CH3:4].[OH-].[K+]. Product: [Br:1][C:11]1[CH:10]=[CH:9][C:7]([NH2:8])=[C:6]([O:5][CH2:3][CH3:4])[CH:12]=1. The catalyst class is: 15. (4) Reactant: [C:1]([O:4][C:5](=O)[CH3:6])(=[O:3])[CH3:2].[O:8]1[C:12]2[CH:13]=[CH:14][CH:15]=[CH:16][C:11]=2[N:10]=[C:9]1[S:17][CH2:18][CH2:19][N:20]1[CH2:25][CH2:24][N:23]([CH2:26][C:27]([NH:29][C:30]2[C:35]([CH:36]([CH3:38])[CH3:37])=CC(O)=[CH:32][C:31]=2[CH:40]([CH3:42])[CH3:41])=[O:28])[CH2:22][CH2:21]1.C(=O)(O)[O-].[Na+]. Product: [O:8]1[C:12]2[CH:13]=[CH:14][CH:15]=[CH:16][C:11]=2[N:10]=[C:9]1[S:17][CH2:18][CH2:19][N:20]1[CH2:21][CH2:22][N:23]([CH2:26][C:27]([NH:29][C:30]2[C:35]([CH:36]([CH3:37])[CH3:38])=[CH:6][C:5]([O:4][C:1](=[O:3])[CH3:2])=[CH:32][C:31]=2[CH:40]([CH3:42])[CH3:41])=[O:28])[CH2:24][CH2:25]1. The catalyst class is: 17. (5) Reactant: Cl.[NH2:2][C:3]1([CH3:13])[C:8](=[O:9])[N:7]([CH3:10])[C:6](=[O:11])[NH:5][C:4]1=[O:12].[F:14][C:15]1[C:16]([F:28])=[C:17]([F:27])[C:18]([F:26])=[C:19]2C(=O)O[C:21](=[O:22])[C:20]=12.CCN(CC)CC.CS(C)=O. Product: [CH3:10][N:7]1[C:8](=[O:9])[C:3]([NH:2][C:21](=[O:22])[C:20]2[CH:19]=[C:18]([F:26])[C:17]([F:27])=[C:16]([F:28])[C:15]=2[F:14])([CH3:13])[C:4](=[O:12])[NH:5][C:6]1=[O:11]. The catalyst class is: 6. (6) Reactant: [N:1]1([C:6]2[N:11]=[CH:10][C:9]([NH:12][C:13](=[O:21])OC3C=CC=CC=3)=[CH:8][CH:7]=2)[CH2:5][CH2:4][CH2:3][CH2:2]1.[Cl:22][C:23]1[CH:24]=[C:25]([N:29]2[C:33]([CH2:34][NH2:35])=[CH:32][C:31]([C:36]([F:39])([F:38])[F:37])=[N:30]2)[CH:26]=[CH:27][CH:28]=1.C(N(CC)CC)C. Product: [Cl:22][C:23]1[CH:24]=[C:25]([N:29]2[C:33]([CH2:34][NH:35][C:13]([NH:12][C:9]3[CH:10]=[N:11][C:6]([N:1]4[CH2:2][CH2:3][CH2:4][CH2:5]4)=[CH:7][CH:8]=3)=[O:21])=[CH:32][C:31]([C:36]([F:37])([F:38])[F:39])=[N:30]2)[CH:26]=[CH:27][CH:28]=1. The catalyst class is: 58. (7) Reactant: [C:1]([O:4][C@H:5]1[CH2:22][CH2:21][C@@:20]2([CH3:23])[C:7](=[CH:8][CH2:9][C@@H:10]3[C@@H:19]2[CH2:18][CH2:17][C@@:15]2([CH3:16])[C@H:11]3[CH2:12][CH2:13][C@@H:14]2[O:24][C:25](=[O:27])[CH3:26])[CH2:6]1)(=[O:3])[CH3:2].C([O:32]O)(C)(C)C.[O-]S([O-])=O.[Na+].[Na+]. Product: [C:1]([O:4][C@H:5]1[CH2:22][CH2:21][C@@:20]2([CH3:23])[C:7](=[CH:8][C:9](=[O:32])[C@@H:10]3[C@@H:19]2[CH2:18][CH2:17][C@@:15]2([CH3:16])[C@H:11]3[CH2:12][CH2:13][C@@H:14]2[O:24][C:25](=[O:27])[CH3:26])[CH2:6]1)(=[O:3])[CH3:2]. The catalyst class is: 767.